Dataset: Catalyst prediction with 721,799 reactions and 888 catalyst types from USPTO. Task: Predict which catalyst facilitates the given reaction. (1) Reactant: [CH3:1][O:2][C:3]([C:5]1[C:13]2[C:8](=[CH:9][CH:10]=[CH:11][CH:12]=2)[NH:7][CH:6]=1)=[O:4].I[CH2:15][CH3:16].[H-].[Na+]. Product: [CH3:1][O:2][C:3]([C:5]1[C:13]2[C:8](=[CH:9][CH:10]=[CH:11][CH:12]=2)[N:7]([CH2:15][CH3:16])[CH:6]=1)=[O:4]. The catalyst class is: 1. (2) Reactant: [NH2:1][C:2]1[CH:7]=[CH:6][CH:5]=[CH:4][C:3]=1[NH:8][C:9]([NH:11][C:12]1[CH:17]=[CH:16][CH:15]=[CH:14][CH:13]=1)=[O:10].C(N(CC)CC)C.[CH:25]1[C:34]2[C:29](=[CH:30][CH:31]=[CH:32][CH:33]=2)[CH:28]=[CH:27][C:26]=1[S:35](Cl)(=[O:37])=[O:36]. Product: [C:12]1([NH:11][C:9](=[O:10])[NH:8][C:3]2[CH:4]=[CH:5][CH:6]=[CH:7][C:2]=2[NH:1][S:35]([C:26]2[CH:27]=[CH:28][C:29]3[C:34](=[CH:33][CH:32]=[CH:31][CH:30]=3)[CH:25]=2)(=[O:37])=[O:36])[CH:17]=[CH:16][CH:15]=[CH:14][CH:13]=1. The catalyst class is: 13. (3) Product: [NH2:37][C:7](=[N:43][O:42][CH2:41][C:40]([F:45])([F:44])[F:39])[C:8]1[CH:9]=[CH:10][C:11]([O:12][CH2:13][CH2:14][CH2:15][CH:16]2[CH2:21][CH2:20][N:19]([CH2:22][CH2:23][CH2:24][O:25][C:26]3[CH:34]=[CH:33][C:29]([C:30]([NH2:32])=[O:31])=[CH:28][CH:27]=3)[CH2:18][CH2:17]2)=[CH:35][CH:36]=1. The catalyst class is: 408. Reactant: C(O)C.C(O[C:7](=[NH:37])[C:8]1[CH:36]=[CH:35][C:11]([O:12][CH2:13][CH2:14][CH2:15][CH:16]2[CH2:21][CH2:20][N:19]([CH2:22][CH2:23][CH2:24][O:25][C:26]3[CH:34]=[CH:33][C:29]([C:30](=[NH:32])[O-:31])=[CH:28][CH:27]=3)[CH2:18][CH2:17]2)=[CH:10][CH:9]=1)C.Cl.[F:39][C:40]([F:45])([F:44])[CH2:41][O:42][NH2:43].C(N(CC)CC)C. (4) Reactant: [NH2:1][C:2]1[CH:7]=[CH:6][C:5]([NH:8]/[C:9](=[C:16]2\[C:17](=[O:25])[NH:18][C:19]3[C:24]\2=[CH:23][CH:22]=[CH:21][CH:20]=3)/[C:10]2[CH:15]=[CH:14][CH:13]=[CH:12][CH:11]=2)=[CH:4][CH:3]=1.[CH:26](OCC)=[O:27]. Product: [CH:26]([NH:1][C:2]1[CH:7]=[CH:6][C:5]([NH:8]/[C:9](=[C:16]2\[C:17](=[O:25])[NH:18][C:19]3[C:24]\2=[CH:23][CH:22]=[CH:21][CH:20]=3)/[C:10]2[CH:15]=[CH:14][CH:13]=[CH:12][CH:11]=2)=[CH:4][CH:3]=1)=[O:27]. The catalyst class is: 3. (5) Reactant: [F:1][C:2]1[C:3]([NH:14][NH2:15])=[N:4][CH:5]=[C:6]([C:8]2[CH:9]=[N:10][N:11]([CH3:13])[CH:12]=2)[CH:7]=1.[C:16](=S)=[S:17].[OH-].[K+]. Product: [F:1][C:2]1[C:3]2[N:4]([C:16]([SH:17])=[N:15][N:14]=2)[CH:5]=[C:6]([C:8]2[CH:9]=[N:10][N:11]([CH3:13])[CH:12]=2)[CH:7]=1. The catalyst class is: 40.